Regression. Given two drug SMILES strings and cell line genomic features, predict the synergy score measuring deviation from expected non-interaction effect. From a dataset of NCI-60 drug combinations with 297,098 pairs across 59 cell lines. (1) Drug 1: C1=CC=C(C=C1)NC(=O)CCCCCCC(=O)NO. Drug 2: CC(C)NC(=O)C1=CC=C(C=C1)CNNC.Cl. Cell line: U251. Synergy scores: CSS=18.4, Synergy_ZIP=-4.69, Synergy_Bliss=2.93, Synergy_Loewe=-18.9, Synergy_HSA=0.503. (2) Drug 1: C1=CN(C=N1)CC(O)(P(=O)(O)O)P(=O)(O)O. Drug 2: CCN(CC)CCCC(C)NC1=C2C=C(C=CC2=NC3=C1C=CC(=C3)Cl)OC. Cell line: PC-3. Synergy scores: CSS=20.5, Synergy_ZIP=-6.78, Synergy_Bliss=-2.94, Synergy_Loewe=-10.1, Synergy_HSA=-2.37.